Dataset: Reaction yield outcomes from USPTO patents with 853,638 reactions. Task: Predict the reaction yield, written as a fraction of the theoretical maximum amount of product (1.0 means a 100% yield; for example, 0.34 means a 34% yield). (1) The reactants are [CH2:1]([O:8][C:9](=[O:22])[NH:10][CH2:11][CH:12]1[CH2:17][O:16][C:15]([CH3:19])([CH3:18])[O:14][CH:13]1[CH2:20]O)[C:2]1[CH:7]=[CH:6][CH:5]=[CH:4][CH:3]=1.C(N(C(C)C)CC)(C)C.[CH3:32][S:33](Cl)(=O)=O.C[S-].[Na+]. The catalyst is ClCCl.CN(C=O)C.CCOC(C)=O.C1(C)C=CC=CC=1. The product is [CH2:1]([O:8][C:9](=[O:22])[NH:10][CH2:11][CH:12]1[CH2:17][O:16][C:15]([CH3:19])([CH3:18])[O:14][CH:13]1[CH2:20][S:33][CH3:32])[C:2]1[CH:7]=[CH:6][CH:5]=[CH:4][CH:3]=1. The yield is 0.860. (2) The reactants are [CH3:1][N:2]1[CH2:7][CH2:6][NH:5][CH2:4][CH2:3]1.[NH2:8][C:9]1[CH:17]=[C:16]([N+:18]([O-:20])=[O:19])[CH:15]=[CH:14][C:10]=1[C:11](Cl)=[O:12]. The catalyst is C(Cl)Cl. The product is [NH2:8][C:9]1[CH:17]=[C:16]([N+:18]([O-:20])=[O:19])[CH:15]=[CH:14][C:10]=1[C:11]([N:5]1[CH2:6][CH2:7][N:2]([CH3:1])[CH2:3][CH2:4]1)=[O:12]. The yield is 0.520. (3) The reactants are [CH2:1]([O:3][C:4](=[O:18])[C:5]1[CH:10]=[CH:9][C:8](/[CH:11]=[CH:12]/[C:13]2[O:14][CH:15]=[CH:16][CH:17]=2)=[CH:7][CH:6]=1)[CH3:2]. The catalyst is [C].[Pd].O1CCCC1. The product is [CH2:1]([O:3][C:4](=[O:18])[C:5]1[CH:10]=[CH:9][C:8]([CH2:11][CH2:12][C:13]2[O:14][CH:15]=[CH:16][CH:17]=2)=[CH:7][CH:6]=1)[CH3:2]. The yield is 0.654. (4) The reactants are [C:1]([C:4]1[CH:9]=[CH:8][C:7]([S:10]C(=O)N(C)C)=[C:6]([CH2:16][CH2:17][CH3:18])[C:5]=1[OH:19])(=[O:3])[CH3:2].[OH-].[K+].C(O)C.Cl. The catalyst is O. The product is [OH:19][C:5]1[C:6]([CH2:16][CH2:17][CH3:18])=[C:7]([SH:10])[CH:8]=[CH:9][C:4]=1[C:1](=[O:3])[CH3:2]. The yield is 0.940. (5) The reactants are [NH2:1][C:2]1[O:6][N:5]=[C:4]([CH3:7])[C:3]=1[Br:8].[C:9]([C:13]1[S:14][CH:15]=[CH:16][C:17]=1[S:18](Cl)(=[O:20])=[O:19])([O:11][CH3:12])=[O:10]. No catalyst specified. The product is [Br:8][C:3]1[C:4]([CH3:7])=[N:5][O:6][C:2]=1[NH:1][S:18]([C:17]1[CH:16]=[CH:15][S:14][C:13]=1[C:9]([O:11][CH3:12])=[O:10])(=[O:19])=[O:20]. The yield is 0.730.